This data is from Full USPTO retrosynthesis dataset with 1.9M reactions from patents (1976-2016). The task is: Predict the reactants needed to synthesize the given product. (1) Given the product [NH2:26][C:23]1[N:24]=[CH:25][C:20]([C:10]2[N:11]=[C:12]([N:14]3[CH2:19][CH2:18][O:17][CH2:16][CH2:15]3)[N:13]=[C:8]([C:7]3[C:2]([NH:31][S:28]([CH3:27])(=[O:30])=[O:29])=[N:3][CH:4]=[CH:5][CH:6]=3)[CH:9]=2)=[CH:21][CH:22]=1, predict the reactants needed to synthesize it. The reactants are: F[C:2]1[C:7]([C:8]2[N:13]=[C:12]([N:14]3[CH2:19][CH2:18][O:17][CH2:16][CH2:15]3)[N:11]=[C:10]([C:20]3[CH:21]=[CH:22][C:23]([NH2:26])=[N:24][CH:25]=3)[CH:9]=2)=[CH:6][CH:5]=[CH:4][N:3]=1.[CH3:27][S:28]([NH2:31])(=[O:30])=[O:29].C([O-])([O-])=O.[Cs+].[Cs+]. (2) Given the product [Cl:1][C:2]1[CH:3]=[C:4]([C:8]2[C:13]3[N:14]=[CH:15][S:16][C:12]=3[CH:11]=[C:10]([CH2:17][C:18]3[CH:19]=[CH:20][C:21]([NH2:24])=[CH:22][CH:23]=3)[CH:9]=2)[CH:5]=[CH:6][CH:7]=1, predict the reactants needed to synthesize it. The reactants are: [Cl:1][C:2]1[CH:3]=[C:4]([C:8]2[C:13]3[N:14]=[CH:15][S:16][C:12]=3[CH:11]=[C:10]([CH2:17][C:18]3[CH:23]=[CH:22][C:21]([N+:24]([O-])=O)=[CH:20][CH:19]=3)[CH:9]=2)[CH:5]=[CH:6][CH:7]=1.Cl. (3) Given the product [CH2:1]([O:8][CH2:9][C@@H:10]1[CH2:14][C@@H:13]([S:15][C:16]([C:29]2[CH:34]=[CH:33][CH:32]=[CH:31][CH:30]=2)([C:23]2[CH:24]=[CH:25][CH:26]=[CH:27][CH:28]=2)[C:17]2[CH:18]=[CH:19][CH:20]=[CH:21][CH:22]=2)[CH2:12][N:11]1[S:46]([C:44]1[CH:43]=[CH:42][C:40]2[NH:41][C:36](=[O:35])[O:37][C:38](=[O:50])[C:39]=2[CH:45]=1)(=[O:47])=[O:48])[C:2]1[CH:3]=[CH:4][CH:5]=[CH:6][CH:7]=1, predict the reactants needed to synthesize it. The reactants are: [CH2:1]([O:8][CH2:9][C@@H:10]1[CH2:14][C@@H:13]([S:15][C:16]([C:29]2[CH:34]=[CH:33][CH:32]=[CH:31][CH:30]=2)([C:23]2[CH:28]=[CH:27][CH:26]=[CH:25][CH:24]=2)[C:17]2[CH:22]=[CH:21][CH:20]=[CH:19][CH:18]=2)[CH2:12][NH:11]1)[C:2]1[CH:7]=[CH:6][CH:5]=[CH:4][CH:3]=1.[O:35]=[C:36]1[NH:41][C:40]2[CH:42]=[CH:43][C:44]([S:46](Cl)(=[O:48])=[O:47])=[CH:45][C:39]=2[C:38](=[O:50])[O:37]1. (4) Given the product [OH:1][CH2:9][CH2:10][N:11]1[C:20](=[O:21])[C:19]2[C:14](=[C:15]([N:22]3[C:28](=[O:29])[C:27]4[CH:30]=[N:31][C:32]([S:34][CH3:35])=[N:33][C:26]=4[N:25]4[CH2:36][CH2:37][CH2:38][C@H:24]4[CH2:23]3)[CH:16]=[CH:17][CH:18]=2)[N:13]=[CH:12]1, predict the reactants needed to synthesize it. The reactants are: [O:1]([CH2:9][CH2:10][N:11]1[C:20](=[O:21])[C:19]2[C:14](=[C:15]([N:22]3[C:28](=[O:29])[C:27]4[CH:30]=[N:31][C:32]([S:34][CH3:35])=[N:33][C:26]=4[N:25]4[CH2:36][CH2:37][CH2:38][C@H:24]4[CH2:23]3)[CH:16]=[CH:17][CH:18]=2)[N:13]=[CH:12]1)[Si](C(C)(C)C)(C)C.[F-].C([N+](CCCC)(CCCC)CCCC)CCC.C1COCC1. (5) The reactants are: Br[C:2]1[CH:7]=[CH:6][C:5]([N:8]2[CH:12]=[C:11]([CH3:13])[N:10]=[CH:9]2)=[C:4]([O:14][CH3:15])[CH:3]=1.[F:16][C:17]1[CH:18]=[C:19]([CH:27]=[C:28]([F:31])[C:29]=1[F:30])[CH2:20][N:21]1[CH:25]=[N:24][C:23]([NH2:26])=[N:22]1. Given the product [CH3:15][O:14][C:4]1[CH:3]=[C:2]([NH:26][C:23]2[N:24]=[CH:25][N:21]([CH2:20][C:19]3[CH:27]=[C:28]([F:31])[C:29]([F:30])=[C:17]([F:16])[CH:18]=3)[N:22]=2)[CH:7]=[CH:6][C:5]=1[N:8]1[CH:12]=[C:11]([CH3:13])[N:10]=[CH:9]1, predict the reactants needed to synthesize it. (6) Given the product [NH2:17][C:10]1[O:11][C@H:12]2[C@@H:16]([C@:8]([C:6]3[CH:7]=[C:2]([NH:1][C:30]([C:27]4[CH:26]=[CH:25][C:24]([O:23][CH2:22][C:21]([F:34])([F:33])[F:20])=[CH:29][N:28]=4)=[O:31])[CH:3]=[CH:4][C:5]=3[F:19])([CH3:18])[N:9]=1)[CH2:15][O:14][CH2:13]2, predict the reactants needed to synthesize it. The reactants are: [NH2:1][C:2]1[CH:3]=[CH:4][C:5]([F:19])=[C:6]([C@:8]2([CH3:18])[C@@H:16]3[C@@H:12]([CH2:13][O:14][CH2:15]3)[O:11][C:10]([NH2:17])=[N:9]2)[CH:7]=1.[F:20][C:21]([F:34])([F:33])[CH2:22][O:23][C:24]1[CH:25]=[CH:26][C:27]([C:30](O)=[O:31])=[N:28][CH:29]=1. (7) Given the product [NH2:14][C:7]1[CH:8]=[C:9]([CH:12]=[CH:13][C:6]=1[NH:5][CH2:4][CH2:3][CH2:2][OH:1])[C:10]#[N:11], predict the reactants needed to synthesize it. The reactants are: [OH:1][CH2:2][CH2:3][CH2:4][NH:5][C:6]1[CH:13]=[CH:12][C:9]([C:10]#[N:11])=[CH:8][C:7]=1[N+:14]([O-])=O.